Dataset: Reaction yield outcomes from USPTO patents with 853,638 reactions. Task: Predict the reaction yield, written as a fraction of the theoretical maximum amount of product (1.0 means a 100% yield; for example, 0.34 means a 34% yield). (1) The reactants are [Cl:1][C:2]1[CH:11]=[C:10]([O:12][CH3:13])[C:9]([N:14]2[CH2:19][CH2:18][O:17][CH2:16][CH2:15]2)=[CH:8][C:3]=1[C:4](OC)=[O:5].[NH3:20]. No catalyst specified. The product is [Cl:1][C:2]1[CH:11]=[C:10]([O:12][CH3:13])[C:9]([N:14]2[CH2:19][CH2:18][O:17][CH2:16][CH2:15]2)=[CH:8][C:3]=1[C:4]([NH2:20])=[O:5]. The yield is 0.470. (2) The reactants are [NH2:1][C:2]1[CH:10]=[CH:9][C:8]([Br:11])=[CH:7][C:3]=1[C:4]([OH:6])=O.[CH:12](OCC)(OCC)OCC.C(O)(=O)C.[NH2:26][C:27]1[CH:28]=[C:29]([NH:34][C:35](=[O:46])[C:36]2[CH:41]=[CH:40][CH:39]=[C:38]([C:42]([F:45])([F:44])[F:43])[CH:37]=2)[CH:30]=[CH:31][C:32]=1[CH3:33]. The catalyst is C1(C)C=CC=CC=1. The product is [Br:11][C:8]1[CH:7]=[C:3]2[C:2](=[CH:10][CH:9]=1)[N:1]=[CH:12][N:26]([C:27]1[CH:28]=[C:29]([NH:34][C:35](=[O:46])[C:36]3[CH:41]=[CH:40][CH:39]=[C:38]([C:42]([F:43])([F:44])[F:45])[CH:37]=3)[CH:30]=[CH:31][C:32]=1[CH3:33])[C:4]2=[O:6]. The yield is 0.500. (3) The reactants are [Cl:1][C:2]1[CH:7]=[C:6](Cl)[N:5]=[CH:4][N:3]=1.[F:9][C:10]([F:21])([F:20])[C:11]1[CH:16]=[CH:15][C:14](B(O)O)=[CH:13][CH:12]=1.P([O-])([O-])([O-])=O.[K+].[K+].[K+].N#N. The catalyst is C(COC)OC.O.C1C=CC([P]([Pd]([P](C2C=CC=CC=2)(C2C=CC=CC=2)C2C=CC=CC=2)([P](C2C=CC=CC=2)(C2C=CC=CC=2)C2C=CC=CC=2)[P](C2C=CC=CC=2)(C2C=CC=CC=2)C2C=CC=CC=2)(C2C=CC=CC=2)C2C=CC=CC=2)=CC=1. The product is [Cl:1][C:2]1[CH:7]=[C:6]([C:14]2[CH:15]=[CH:16][C:11]([C:10]([F:21])([F:20])[F:9])=[CH:12][CH:13]=2)[N:5]=[CH:4][N:3]=1. The yield is 0.480. (4) The reactants are [OH:1][CH:2]([C:6]1[CH:11]=[CH:10][C:9]([C:12]2[N:16]=[C:15]([C:17]3[O:21][N:20]=[C:19]([C:22]4[CH:27]=[CH:26][CH:25]=[CH:24][CH:23]=4)[C:18]=3[C:28]([F:31])([F:30])[F:29])[O:14][N:13]=2)=[CH:8][CH:7]=1)[C:3](O)=[O:4].Cl.[NH2:33][CH:34]([CH2:37][C:38]1[CH:43]=[CH:42][CH:41]=[CH:40][CH:39]=1)[C:35]#[N:36].CN1CCOCC1.CN(C(ON1N=NC2C=CC=NC1=2)=[N+](C)C)C.F[P-](F)(F)(F)(F)F. The catalyst is CN(C=O)C. The product is [C:35]([CH:34]([NH:33][C:3](=[O:4])[CH:2]([OH:1])[C:6]1[CH:7]=[CH:8][C:9]([C:12]2[N:16]=[C:15]([C:17]3[O:21][N:20]=[C:19]([C:22]4[CH:23]=[CH:24][CH:25]=[CH:26][CH:27]=4)[C:18]=3[C:28]([F:30])([F:29])[F:31])[O:14][N:13]=2)=[CH:10][CH:11]=1)[CH2:37][C:38]1[CH:43]=[CH:42][CH:41]=[CH:40][CH:39]=1)#[N:36]. The yield is 0.262. (5) The reactants are [CH3:1][C:2]([C:4]1[CH:9]=[C:8]([O:10][CH3:11])[C:7]([O:12][CH3:13])=[C:6]([O:14][CH3:15])[CH:5]=1)=[O:3].[Cl:16][C:17]1[CH:22]=[CH:21][C:20]([NH:23][C:24]2[N:31]=[CH:30][CH:29]=[CH:28][C:25]=2[CH:26]=O)=[CH:19][CH:18]=1.Cl. The catalyst is CO. The product is [Cl:16][C:17]1[CH:22]=[CH:21][C:20]([NH:23][C:24]2[C:25](/[CH:26]=[CH:1]/[C:2]([C:4]3[CH:5]=[C:6]([O:14][CH3:15])[C:7]([O:12][CH3:13])=[C:8]([O:10][CH3:11])[CH:9]=3)=[O:3])=[CH:28][CH:29]=[CH:30][N:31]=2)=[CH:19][CH:18]=1. The yield is 0.850. (6) The reactants are C(O[C:4]([C:6]1[C:10]([C:11]2[CH:16]=[CH:15][CH:14]=[CH:13][CH:12]=2)=[CH:9][NH:8][C:7]=1[CH2:17][CH2:18][NH2:19])=[O:5])C.O.[OH-].[Li+].O.[CH2:24]([OH:26])C. No catalyst specified. The product is [O:5]=[C:4]1[C:6]2[C:10]([C:11]3[CH:12]=[CH:13][CH:14]=[CH:15][CH:16]=3)=[C:9]([CH:24]=[O:26])[NH:8][C:7]=2[CH2:17][CH2:18][NH:19]1. The yield is 0.389.